Predict the reaction yield, written as a fraction of the theoretical maximum amount of product (1.0 means a 100% yield; for example, 0.34 means a 34% yield). From a dataset of Reaction yield outcomes from USPTO patents with 853,638 reactions. (1) The reactants are [Br:1][C:2]1[CH:7]=[CH:6][C:5]([CH2:8]O)=[CH:4][C:3]=1[CH3:10].S(Cl)([Cl:13])=O. The catalyst is C(Cl)Cl. The product is [Br:1][C:2]1[CH:7]=[CH:6][C:5]([CH2:8][Cl:13])=[CH:4][C:3]=1[CH3:10]. The yield is 0.913. (2) The reactants are [CH2:1]([O:8][C:9]([NH:11][CH2:12][C@H:13]([OH:28])[CH2:14][N:15]1[CH2:20][CH2:19][N:18]([C:21](OC(C)(C)C)=O)[CH2:17][CH2:16]1)=[O:10])[C:2]1[CH:7]=[CH:6][CH:5]=[CH:4][CH:3]=1.Cl.C=O.C(O[BH-](OC(=O)C)OC(=O)C)(=O)C.[Na+]. The catalyst is ClCCl.O1CCOCC1.O.C(O)(=O)C. The product is [OH:28][C@H:13]([CH2:14][N:15]1[CH2:20][CH2:19][N:18]([CH3:21])[CH2:17][CH2:16]1)[CH2:12][NH:11][C:9](=[O:10])[O:8][CH2:1][C:2]1[CH:7]=[CH:6][CH:5]=[CH:4][CH:3]=1. The yield is 0.740.